This data is from Forward reaction prediction with 1.9M reactions from USPTO patents (1976-2016). The task is: Predict the product of the given reaction. (1) Given the reactants [NH:1]1[C:5]2[CH:6]=[CH:7][CH:8]=[CH:9][C:4]=2[N:3]=[C:2]1[C:10]1[C:11](N)=[N:12][CH:13]=[CH:14][N:15]=1.[ClH:17].N([O-])=O.[Na+].C([O-])([O-])=O.[K+].[K+], predict the reaction product. The product is: [Cl:17][C:11]1[C:10]([C:2]2[NH:3][C:4]3[CH:9]=[CH:8][CH:7]=[CH:6][C:5]=3[N:1]=2)=[N:15][CH:14]=[CH:13][N:12]=1. (2) Given the reactants [C:1]([O:5][C:6]([N:8]1[CH2:13][CH2:12][N:11]([C:14]2[C:23]3[C:18](=[CH:19][C:20]([Sn](CCCC)(CCCC)CCCC)=[C:21]([Cl:24])[CH:22]=3)[N:17]=[CH:16][N:15]=2)[CH2:10][CH2:9]1)=[O:7])([CH3:4])([CH3:3])[CH3:2].Br[C:39]1[CH:44]=[CH:43][CH:42]=[CH:41][C:40]=1[C:45]1[S:46][CH:47]=[CH:48][N:49]=1.[F-].[Cs+], predict the reaction product. The product is: [Cl:24][C:21]1[CH:22]=[C:23]2[C:18](=[CH:19][C:20]=1[C:39]1[CH:44]=[CH:43][CH:42]=[CH:41][C:40]=1[C:45]1[S:46][CH:47]=[CH:48][N:49]=1)[N:17]=[CH:16][N:15]=[C:14]2[N:11]1[CH2:10][CH2:9][N:8]([C:6]([O:5][C:1]([CH3:3])([CH3:4])[CH3:2])=[O:7])[CH2:13][CH2:12]1. (3) Given the reactants COCCN(S(F)(F)[F:11])CCOC.[CH2:14]([O:16][C:17](=[O:33])[C:18]1[CH:30]=[C:29]([CH2:31]O)[CH:28]=[C:20]([C:21]([N:23]([CH3:27])[CH2:24][CH2:25][CH3:26])=[O:22])[CH:19]=1)[CH3:15].C(=O)(O)[O-].[Na+], predict the reaction product. The product is: [CH2:14]([O:16][C:17](=[O:33])[C:18]1[CH:30]=[C:29]([CH2:31][F:11])[CH:28]=[C:20]([C:21]([N:23]([CH3:27])[CH2:24][CH2:25][CH3:26])=[O:22])[CH:19]=1)[CH3:15]. (4) The product is: [SH:16][C:2]1[C:11]2[C:6](=[CH:7][CH:8]=[C:9]([CH2:12][CH2:13][C:14]#[N:15])[CH:10]=2)[N:5]=[CH:4][CH:3]=1.[Cl:1][C:2]1[C:11]2[C:6](=[CH:7][CH:8]=[C:9]([CH2:12][CH2:13][C:14]#[N:15])[CH:10]=2)[N:5]=[CH:4][CH:3]=1. Given the reactants [Cl:1][C:2]1[C:11]2[C:6](=[CH:7][CH:8]=[C:9]([CH2:12][CH2:13][C:14]#[N:15])[CH:10]=2)[N:5]=[CH:4][CH:3]=1.[S-2:16].[Na+].[Na+].CN(C)C=O.Cl, predict the reaction product. (5) Given the reactants [CH:1]1([N:4]2[C:8]([C:9]3[CH:14]=[CH:13][CH:12]=[CH:11][CH:10]=3)=[CH:7][N:6]([CH2:15][C:16]([OH:18])=O)[C:5]2=[O:19])[CH2:3][CH2:2]1.[CH:20]1[C:29]2[C:24](=[CH:25][CH:26]=[CH:27][CH:28]=2)[CH:23]=[CH:22][C:21]=1[CH:30]([NH2:32])[CH3:31].CCN=C=NCCCN(C)C.Cl.C1C=CC2N(O)N=NC=2C=1, predict the reaction product. The product is: [CH:1]1([N:4]2[C:8]([C:9]3[CH:10]=[CH:11][CH:12]=[CH:13][CH:14]=3)=[CH:7][N:6]([CH2:15][C:16]([NH:32][CH:30]([C:21]3[CH:22]=[CH:23][C:24]4[C:29](=[CH:28][CH:27]=[CH:26][CH:25]=4)[CH:20]=3)[CH3:31])=[O:18])[C:5]2=[O:19])[CH2:2][CH2:3]1. (6) The product is: [OH:28][C:24]([CH3:25])([CH3:23])[C:26]#[C:27][C:21]1[CH:20]=[CH:19][C:4]([CH2:5][NH:6][C@@H:7]([C:9]2[C:18]3[C:13](=[CH:14][CH:15]=[CH:16][CH:17]=3)[CH:12]=[CH:11][CH:10]=2)[CH3:8])=[CH:3][C:2]=1[OH:1]. Given the reactants [OH:1][C:2]1[CH:3]=[C:4]([CH:19]=[CH:20][C:21]=1I)[CH2:5][NH:6][C@@H:7]([C:9]1[C:18]2[C:13](=[CH:14][CH:15]=[CH:16][CH:17]=2)[CH:12]=[CH:11][CH:10]=1)[CH3:8].[CH3:23][C:24]([OH:28])([C:26]#[CH:27])[CH3:25], predict the reaction product. (7) Given the reactants C[O:2][C:3]1[CH:4]=[C:5]2[C:10](=[CH:11][CH:12]=1)[C:9]([CH3:17])([C:13]([F:16])([F:15])[F:14])[O:8][CH2:7][CH2:6]2.Br, predict the reaction product. The product is: [OH:2][C:3]1[CH:4]=[C:5]2[C:10](=[CH:11][CH:12]=1)[C:9]([CH3:17])([C:13]([F:16])([F:14])[F:15])[O:8][CH2:7][CH2:6]2. (8) Given the reactants CCCC[N+](CCCC)(CCCC)CCCC.[F-].[Si]([O:26][CH2:27][CH2:28][CH2:29][N:30]([CH3:41])[C:31](=[O:40])[O:32][CH2:33][C:34]1[CH:39]=[CH:38][CH:37]=[CH:36][CH:35]=1)(C(C)(C)C)(C)C, predict the reaction product. The product is: [OH:26][CH2:27][CH2:28][CH2:29][N:30]([CH3:41])[C:31](=[O:40])[O:32][CH2:33][C:34]1[CH:39]=[CH:38][CH:37]=[CH:36][CH:35]=1. (9) Given the reactants C[O-].[Na+].[CH3:4][O:5][C:6]1[CH:11]=[CH:10][C:9]([O:12]C(OC)=O)=[CH:8][C:7]=1[CH2:17][CH2:18][C:19]([O:21][CH2:22][CH3:23])=[O:20], predict the reaction product. The product is: [OH:12][C:9]1[CH:10]=[CH:11][C:6]([O:5][CH3:4])=[C:7]([CH2:17][CH2:18][C:19]([O:21][CH2:22][CH3:23])=[O:20])[CH:8]=1.